Dataset: Full USPTO retrosynthesis dataset with 1.9M reactions from patents (1976-2016). Task: Predict the reactants needed to synthesize the given product. (1) Given the product [Cl:15][C:12]1[CH:13]=[CH:14][C:2](/[CH:47]=[CH:46]/[C:45]([O:49][CH2:50][CH3:51])=[O:48])=[C:3]([CH2:4][N:5]2[N:9]=[N:8][C:7]([CH3:10])=[N:6]2)[CH:11]=1, predict the reactants needed to synthesize it. The reactants are: Br[C:2]1[CH:14]=[CH:13][C:12]([Cl:15])=[CH:11][C:3]=1[CH2:4][N:5]1[N:9]=[N:8][C:7]([CH3:10])=[N:6]1.C1(C)C=CC=CC=1P(C1C=CC=CC=1C)C1C=CC=CC=1C.C(N(CC)CC)C.[C:45]([O:49][CH2:50][CH3:51])(=[O:48])[CH:46]=[CH2:47]. (2) Given the product [F:1][C:2]1[CH:3]=[C:4]2[C:12](=[CH:13][CH:14]=1)[N:11]([CH2:15][CH2:16][CH2:17][CH2:18][CH2:19][CH2:20][C:21]([O:23][CH2:24][CH3:25])=[O:22])[C:10]1[CH2:9][CH2:8][CH:7]([CH2:26][N:28]3[CH2:33][CH2:32][O:31][CH2:30][CH2:29]3)[C:6](=[O:27])[C:5]2=1, predict the reactants needed to synthesize it. The reactants are: [F:1][C:2]1[CH:3]=[C:4]2[C:12](=[CH:13][CH:14]=1)[N:11]([CH2:15][CH2:16][CH2:17][CH2:18][CH2:19][CH2:20][C:21]([O:23][CH2:24][CH3:25])=[O:22])[C:10]1[CH2:9][CH2:8][C:7](=[CH2:26])[C:6](=[O:27])[C:5]2=1.[NH:28]1[CH2:33][CH2:32][O:31][CH2:30][CH2:29]1. (3) Given the product [Cl:28][C:12]1[N:11]=[CH:10][C:9]2[O:8][C:5]3[C:4]([C@@:15]4([N:20]=[C:19]([NH2:21])[C@H:18]([CH:22]5[CH2:27][CH2:26][CH2:25][CH2:24][CH2:23]5)[O:17][CH2:16]4)[C:14]=2[CH:13]=1)=[CH:3][C:2]([C:47]1[C:42]([F:41])=[N:43][CH:44]=[CH:45][CH:46]=1)=[CH:7][CH:6]=3.[Cl:28][C:12]1[N:11]=[CH:10][C:9]2[O:8][C:5]3[C:4]([C@:15]4([N:20]=[C:19]([NH2:21])[C@H:18]([CH:22]5[CH2:27][CH2:26][CH2:25][CH2:24][CH2:23]5)[O:17][CH2:16]4)[C:14]=2[CH:13]=1)=[CH:3][C:2]([C:47]1[C:42]([F:41])=[N:43][CH:44]=[CH:45][CH:46]=1)=[CH:7][CH:6]=3, predict the reactants needed to synthesize it. The reactants are: Br[C:2]1[CH:3]=[C:4]2[C:15]3([N:20]=[C:19]([NH2:21])[CH:18]([CH:22]4[CH2:27][CH2:26][CH2:25][CH2:24][CH2:23]4)[O:17][CH2:16]3)[C:14]3[CH:13]=[C:12]([Cl:28])[N:11]=[CH:10][C:9]=3[O:8][C:5]2=[CH:6][CH:7]=1.C(=O)([O-])[O-].[Na+].[Na+].O1CCOCC1.[F:41][C:42]1[C:47](B(O)O)=[CH:46][CH:45]=[CH:44][N:43]=1. (4) Given the product [F:1][C:2]1[N:7]=[CH:6][C:5]([CH:8]([OH:12])[CH:9]([NH:10][C:14](=[O:15])[O:16][C:17]([CH3:18])([CH3:20])[CH3:19])[CH2:21][C:22]2[CH:27]=[CH:26][CH:25]=[C:24]([O:28][C:29]([F:33])([F:34])[CH:30]([F:31])[F:32])[CH:23]=2)=[CH:4][CH:3]=1, predict the reactants needed to synthesize it. The reactants are: [F:1][C:2]1[N:7]=[CH:6][C:5]([CH:8]2[O:12]C(=O)[N:10]([C:14]([O:16][C:17]([CH3:20])([CH3:19])[CH3:18])=[O:15])[CH:9]2[CH2:21][C:22]2[CH:27]=[CH:26][CH:25]=[C:24]([O:28][C:29]([F:34])([F:33])[CH:30]([F:32])[F:31])[CH:23]=2)=[CH:4][CH:3]=1.[OH-].[Na+].O.